Regression/Classification. Given a drug SMILES string, predict its absorption, distribution, metabolism, or excretion properties. Task type varies by dataset: regression for continuous measurements (e.g., permeability, clearance, half-life) or binary classification for categorical outcomes (e.g., BBB penetration, CYP inhibition). Dataset: rlm. From a dataset of Rat liver microsome stability data. (1) The compound is Cc1sc(NC(=O)Cc2ccc3c(c2)OCO3)nc1-c1ccc2c(c1)CCN2C(=O)c1ccccc1F. The result is 1 (stable in rat liver microsomes). (2) The drug is CC(C)(C)[C@@H](CF)NC(=O)c1nn(-c2c[n+]([O-])ccn2)c2c1C[C@@H]1C[C@H]21. The result is 0 (unstable in rat liver microsomes).